From a dataset of Reaction yield outcomes from USPTO patents with 853,638 reactions. Predict the reaction yield, written as a fraction of the theoretical maximum amount of product (1.0 means a 100% yield; for example, 0.34 means a 34% yield). (1) The reactants are C(OC([N:8]1[CH2:13][CH2:12][CH:11]([C:14](=[O:18])[N:15]([CH3:17])[CH3:16])[CH2:10][CH2:9]1)=O)(C)(C)C.[ClH:19].CO. No catalyst specified. The product is [ClH:19].[CH3:16][N:15]([CH3:17])[C:14]([CH:11]1[CH2:10][CH2:9][NH:8][CH2:13][CH2:12]1)=[O:18]. The yield is 0.999. (2) The reactants are Cl([O-])=O.[Na+].S(=O)(=O)(O)N.[CH2:10]([O:17][C:18]1[C:19]([CH:36]=[O:37])=[N:20][CH:21]=[C:22]([C:34]=1[OH:35])[C:23]([NH:25][CH2:26][C:27]1[CH:32]=[CH:31][C:30]([F:33])=[CH:29][CH:28]=1)=[O:24])[C:11]1[CH:16]=[CH:15][CH:14]=[CH:13][CH:12]=1.[OH2:38]. The catalyst is O1CCCC1. The product is [CH2:10]([O:17][C:18]1[C:19]([C:36]([OH:38])=[O:37])=[N:20][CH:21]=[C:22]([C:23](=[O:24])[NH:25][CH2:26][C:27]2[CH:28]=[CH:29][C:30]([F:33])=[CH:31][CH:32]=2)[C:34]=1[OH:35])[C:11]1[CH:16]=[CH:15][CH:14]=[CH:13][CH:12]=1. The yield is 0.900. (3) The product is [Cl:1][C:2]1[CH:7]=[C:6]([N+:8]([O-:10])=[O:9])[CH:5]=[CH:4][C:3]=1[O:11][CH2:22][C:21]1[CH:24]=[CH:25][CH:26]=[C:19]([F:18])[CH:20]=1. The reactants are [Cl:1][C:2]1[CH:7]=[C:6]([N+:8]([O-:10])=[O:9])[CH:5]=[CH:4][C:3]=1[OH:11].C(=O)([O-])[O-].[K+].[K+].[F:18][C:19]1[CH:20]=[C:21]([CH:24]=[CH:25][CH:26]=1)[CH2:22]Br. The catalyst is CC(C)=O. The yield is 0.950. (4) The reactants are CC1C=CC(S(O[CH2:12][CH:13]2[CH2:17][C:16]3[CH:18]=[CH:19][C:20]([F:29])=[C:21]([C:22]4[CH:27]=[CH:26][CH:25]=[CH:24][C:23]=4[Cl:28])[C:15]=3[O:14]2)(=O)=O)=CC=1.[N-:30]=[N+:31]=[N-:32].[Na+].N(CC1CC2C=C(Cl)C=C(C3C=CSC=3)C=2O1)=[N+]=[N-]. No catalyst specified. The product is [N:30]([CH2:12][CH:13]1[CH2:17][C:16]2[CH:18]=[CH:19][C:20]([F:29])=[C:21]([C:22]3[CH:27]=[CH:26][CH:25]=[CH:24][C:23]=3[Cl:28])[C:15]=2[O:14]1)=[N+:31]=[N-:32]. The yield is 0.990.